This data is from Catalyst prediction with 721,799 reactions and 888 catalyst types from USPTO. The task is: Predict which catalyst facilitates the given reaction. Reactant: [CH3:1][N:2]([CH2:9][CH2:10][O:11][C:12]1[CH:25]=[CH:24][C:15]([CH2:16][CH:17]2[S:21][C:20](=[O:22])[NH:19][C:18]2=[O:23])=[CH:14][CH:13]=1)[C:3]1[CH:8]=[CH:7][CH:6]=[CH:5][N:4]=1.[CH3:26][S:27]([OH:30])(=[O:29])=[O:28]. Product: [CH3:26][S:27]([OH:30])(=[O:29])=[O:28].[CH3:1][N:2]([CH2:9][CH2:10][O:11][C:12]1[CH:25]=[CH:24][C:15]([CH2:16][CH:17]2[S:21][C:20](=[O:22])[NH:19][C:18]2=[O:23])=[CH:14][CH:13]=1)[C:3]1[CH:8]=[CH:7][CH:6]=[CH:5][N:4]=1. The catalyst class is: 7.